Dataset: Reaction yield outcomes from USPTO patents with 853,638 reactions. Task: Predict the reaction yield, written as a fraction of the theoretical maximum amount of product (1.0 means a 100% yield; for example, 0.34 means a 34% yield). The reactants are [CH3:1][O:2][C:3]1[CH:8]=[CH:7][C:6]([C:9](=O)[CH2:10]C)=[CH:5][CH:4]=1.C[C:14]([O-:16])=[O:15].CC([O-])=O.CC([O-])=O.CC([O-])=O.[Pb+2].C(OC(OCC)OCC)C.Cl(O)(=O)(=O)=O. The catalyst is [OH-].[K+].O.CO. The product is [CH3:1][O:2][C:3]1[CH:4]=[CH:5][C:6]([CH:9]([CH3:10])[C:14]([OH:16])=[O:15])=[CH:7][CH:8]=1. The yield is 0.630.